Task: Regression/Classification. Given a drug SMILES string, predict its absorption, distribution, metabolism, or excretion properties. Task type varies by dataset: regression for continuous measurements (e.g., permeability, clearance, half-life) or binary classification for categorical outcomes (e.g., BBB penetration, CYP inhibition). Dataset: b3db_classification.. Dataset: Blood-brain barrier permeability classification from the B3DB database (1) The molecule is COc1cc(C)c([S+](C)[O-])cc1OC. The result is 1 (penetrates BBB). (2) The molecule is O=C(O)COCCN1CCN(C(c2ccccc2)c2ccc(Cl)cc2)CC1. The result is 0 (does not penetrate BBB). (3) The drug is CC(N=C(NC#N)Nc1ccncc1)C(C)(C)C. The result is 0 (does not penetrate BBB). (4) The drug is C[C@@H]1[C@H]2Cc3ccc(O)cc3[C@]1(C)CCN2CCc1ccccc1. The result is 1 (penetrates BBB). (5) The molecule is CC(C)(C)C(=O)O[C@H]1N=C(c2ccccc2)c2cc(Cl)ccc2NC1=O. The result is 1 (penetrates BBB). (6) The drug is CN(C)C1C(=O)C(C(N)=O)=C(O)C2(O)C(=O)C3=C(O)c4c(O)cccc4C(C)(O)C3CC12. The result is 0 (does not penetrate BBB). (7) The molecule is C[C@@H]1C[C@H]2[C@@H]3C[C@H](F)C4=CC(=O)C=C[C@]4(C)[C@@]3(F)[C@@H](O)C[C@]2(C)[C@H]1C(=O)COC(=O)C(C)(C)C. The result is 1 (penetrates BBB). (8) The drug is CCn1nc(C(=O)O)c(=O)c2cc3c(cc21)OCO3. The result is 0 (does not penetrate BBB). (9) The drug is Cc1cc(CCN2CCN(c3cccc(Cl)c3)CC2)n[nH]1. The result is 1 (penetrates BBB). (10) The compound is CNc1nc(Cl)c(SC)c(N2CCN(C)CC2)n1. The result is 1 (penetrates BBB).